This data is from Forward reaction prediction with 1.9M reactions from USPTO patents (1976-2016). The task is: Predict the product of the given reaction. (1) Given the reactants Cl[C:2]1[N:3]=[CH:4][C:5](/[CH:8]=[CH:9]/[C:10]([O:12][CH3:13])=[O:11])=[N:6][CH:7]=1.[NH2:14][C@@H:15]1[CH2:19][CH2:18][N:17]([C:20]([O:22][C:23]([CH3:26])([CH3:25])[CH3:24])=[O:21])[CH2:16]1.C([O-])([O-])=O.[K+].[K+], predict the reaction product. The product is: [CH3:13][O:12][C:10](=[O:11])/[CH:9]=[CH:8]/[C:5]1[N:6]=[CH:7][C:2]([NH:14][C@@H:15]2[CH2:19][CH2:18][N:17]([C:20]([O:22][C:23]([CH3:26])([CH3:25])[CH3:24])=[O:21])[CH2:16]2)=[N:3][CH:4]=1. (2) Given the reactants [F:1][C:2]1[CH:9]=[C:8](F)[CH:7]=[CH:6][C:3]=1[CH:4]=[O:5].C([O-])([O-])=O.[K+].[K+].[Cl:17][C:18]1[CH:23]=[CH:22][CH:21]=[CH:20][C:19]=1[OH:24], predict the reaction product. The product is: [Cl:17][C:18]1[CH:23]=[CH:22][CH:21]=[CH:20][C:19]=1[O:24][C:8]1[CH:7]=[CH:6][C:3]([CH:4]=[O:5])=[C:2]([F:1])[CH:9]=1.